Predict the reactants needed to synthesize the given product. From a dataset of Full USPTO retrosynthesis dataset with 1.9M reactions from patents (1976-2016). Given the product [CH3:1][O:2][C:3]1[C:4](=[O:20])[C:5]([C:9]2[N:13]([C:14]3[CH:19]=[CH:18][CH:17]=[CH:16][CH:15]=3)[N:12]=[CH:11][CH:10]=2)=[N:6][N:7]([C:22]2[CH:23]=[N:24][CH:25]=[N:26][CH:27]=2)[CH:8]=1, predict the reactants needed to synthesize it. The reactants are: [CH3:1][O:2][C:3]1[C:4]([OH:20])=[C:5]([C:9]2[N:13]([C:14]3[CH:19]=[CH:18][CH:17]=[CH:16][CH:15]=3)[N:12]=[CH:11][CH:10]=2)[N:6]=[N:7][CH:8]=1.Br[C:22]1[CH:23]=[N:24][CH:25]=[N:26][CH:27]=1.C(=O)([O-])[O-].[K+].[K+].COC1C2C(=C3C(=CC=2)C(OC)=CC=N3)N=CC=1.C(=O)([O-])O.[Na+].